This data is from Retrosynthesis with 50K atom-mapped reactions and 10 reaction types from USPTO. The task is: Predict the reactants needed to synthesize the given product. (1) Given the product COC(=O)C=Cc1ccc2c(CO[SiH](C)C)c(C(C)(C)C)ccc2c1, predict the reactants needed to synthesize it. The reactants are: COC(=O)C=P(c1ccccc1)(c1ccccc1)c1ccccc1.C[SiH](C)OCc1c(C(C)(C)C)ccc2cc(C=O)ccc12. (2) Given the product CC(C)Oc1nsc(NC(=O)C(C)C)c1C#N, predict the reactants needed to synthesize it. The reactants are: CC(C)C(=O)OC(=O)C(C)C.CC(C)Oc1nsc(N)c1C#N. (3) Given the product C=C1C[C@H]2[C@@H]3CCC4=CC(=O)CC[C@]4(C)[C@H]3CC[C@]2(C)[C@]1(O)C(C)=O, predict the reactants needed to synthesize it. The reactants are: C=C1C[C@H]2[C@@H]3CCC4=CC(=O)CC[C@]4(C)[C@H]3CC[C@]2(C)[C@]1(O)C(=O)CCl. (4) The reactants are: COc1cc(COC(C)=O)nnc1OC. Given the product COc1cc(CO)nnc1OC, predict the reactants needed to synthesize it. (5) Given the product Cc1ccc(-n2nc(C(C)(C)C)cc2NC(=O)Nc2ccc(OCC(C)c3ccnc(N)c3)c3ccccc23)cc1, predict the reactants needed to synthesize it. The reactants are: Cc1ccc(-n2nc(C(C)(C)C)cc2NC(=O)Nc2ccc(OCC(C)c3ccnc(NC(=O)OC(C)(C)C)c3)c3ccccc23)cc1. (6) Given the product COc1cccc(-c2cc(Nc3cccnc3)nc(CCN3CCOCC3)n2)c1, predict the reactants needed to synthesize it. The reactants are: COc1cccc(-c2cc(Nc3cccnc3)nc(CC(=O)N3CCOCC3)n2)c1.